This data is from Reaction yield outcomes from USPTO patents with 853,638 reactions. The task is: Predict the reaction yield, written as a fraction of the theoretical maximum amount of product (1.0 means a 100% yield; for example, 0.34 means a 34% yield). (1) The reactants are [C:1]([O:5][C:6](=[O:34])[NH:7][C:8]([C:10]1[S:11][C:12]([S:32][CH3:33])=[C:13]([S:15]([C:18]2[CH:19]=[C:20]([C:24]3[C:29]([CH3:30])=[CH:28][CH:27]=[CH:26][C:25]=3[NH2:31])[CH:21]=[CH:22][CH:23]=2)(=[O:17])=[O:16])[CH:14]=1)=[NH:9])([CH3:4])([CH3:3])[CH3:2].Cl[C:36](OC1C=CC([N+]([O-])=O)=CC=1)=[O:37].N1C=CC=CC=1.C([O:56][P:57]([CH2:62][CH2:63][CH2:64][CH2:65][CH2:66][NH2:67])(=[O:61])[O:58]CC)C.C(N(CC)CC)C. The catalyst is C(Cl)Cl. The product is [C:1]([O:5][C:6]([NH:7][C:8](=[NH:9])[C:10]1[S:11][C:12]([S:32][CH3:33])=[C:13]([S:15]([C:18]2[CH:19]=[C:20]([C:24]3[C:29]([CH3:30])=[CH:28][CH:27]=[CH:26][C:25]=3[NH:31][C:36](=[O:37])[NH:67][CH2:66][CH2:65][CH2:64][CH2:63][CH2:62][P:57](=[O:61])([OH:56])[OH:58])[CH:21]=[CH:22][CH:23]=2)(=[O:17])=[O:16])[CH:14]=1)=[O:34])([CH3:4])([CH3:3])[CH3:2]. The yield is 0.880. (2) The reactants are [Cl:1][C:2]1[CH:8]=[C:7]([O:9][C:10]2[C:11]3[N:18]([CH3:19])[CH:17]=[CH:16][C:12]=3[N:13]=[CH:14][N:15]=2)[CH:6]=[CH:5][C:3]=1[NH2:4].N1C=CC=CC=1.Cl[C:27](OC1C=CC=CC=1)=[O:28].[NH2:36][CH:37]1[CH2:42][CH2:41][CH2:40][N:39]([C:43]([O:45][C:46]([CH3:49])([CH3:48])[CH3:47])=[O:44])[CH2:38]1. The catalyst is CN1CCCC1=O. The product is [Cl:1][C:2]1[CH:8]=[C:7]([O:9][C:10]2[C:11]3[N:18]([CH3:19])[CH:17]=[CH:16][C:12]=3[N:13]=[CH:14][N:15]=2)[CH:6]=[CH:5][C:3]=1[NH:4][C:27]([NH:36][CH:37]1[CH2:42][CH2:41][CH2:40][N:39]([C:43]([O:45][C:46]([CH3:49])([CH3:48])[CH3:47])=[O:44])[CH2:38]1)=[O:28]. The yield is 0.590.